From a dataset of Forward reaction prediction with 1.9M reactions from USPTO patents (1976-2016). Predict the product of the given reaction. (1) Given the reactants FC(F)(F)C(O)=O.[F:8][C:9]1[CH:14]=[CH:13][CH:12]=[C:11]([F:15])[C:10]=1[NH:16][C:17]([C@@H:19]1[C:28]2[C:23](=[CH:24][CH:25]=[CH:26][CH:27]=2)[CH2:22][CH2:21][NH:20]1)=[O:18].[C:29]([O:33][C:34]([NH:36][C@@H:37]([CH:41]1[CH2:46][CH2:45][CH2:44][CH2:43][CH2:42]1)[C:38](O)=[O:39])=[O:35])([CH3:32])([CH3:31])[CH3:30].CN(C(ON1N=NC2C=CC=NC1=2)=[N+](C)C)C.F[P-](F)(F)(F)(F)F.CCN(C(C)C)C(C)C, predict the reaction product. The product is: [C:29]([O:33][C:34](=[O:35])[NH:36][C@@H:37]([CH:41]1[CH2:42][CH2:43][CH2:44][CH2:45][CH2:46]1)[C:38]([N:20]1[CH2:21][CH2:22][C:23]2[C:28](=[CH:27][CH:26]=[CH:25][CH:24]=2)[C@H:19]1[C:17](=[O:18])[NH:16][C:10]1[C:11]([F:15])=[CH:12][CH:13]=[CH:14][C:9]=1[F:8])=[O:39])([CH3:32])([CH3:30])[CH3:31]. (2) Given the reactants [CH2:1]([C@@H:8]1[C@@H:16]([O:17][CH2:18][CH:19](O)[CH3:20])[C@H:15]([CH3:22])[O:14][C:13](=[O:23])[C@@H:12]([NH:24][C:25](=[O:35])[C:26]2[C:31]([OH:32])=[C:30]([O:33][CH3:34])[CH:29]=[CH:28][N:27]=2)[CH2:11][O:10][CH2:9]1)[C:2]1[CH:7]=[CH:6][CH:5]=[CH:4][CH:3]=1.Cl[C:37]([O:39][CH:40]([CH3:42])[CH3:41])=[O:38].[CH2:43](Cl)Cl, predict the reaction product. The product is: [C:37](=[O:38])([O:39][CH:40]([CH3:42])[CH3:41])[O:32][C:31]1[C:26]([C:25](=[O:35])[NH:24][C@H:12]2[CH2:11][O:10][CH2:9][C@H:8]([CH2:1][C:2]3[CH:7]=[CH:6][CH:5]=[CH:4][CH:3]=3)[C@@H:16]([O:17][CH2:18][CH:19]([CH3:20])[CH3:43])[C@H:15]([CH3:22])[O:14][C:13]2=[O:23])=[N:27][CH:28]=[CH:29][C:30]=1[O:33][CH3:34]. (3) Given the reactants [CH:1](=O)[C:2]1[CH:9]=[CH:8][C:5]([CH:6]=O)=[CH:4][CH:3]=1.[CH2:11]([SH:15])[CH2:12][CH2:13][SH:14], predict the reaction product. The product is: [C:5]1([CH:6]2[S:15][CH2:11][CH2:12][CH2:13][S:14]2)[CH:8]=[CH:9][C:2]([CH:1]2[S:15][CH2:11][CH2:12][CH2:13][S:14]2)=[CH:3][CH:4]=1. (4) Given the reactants [N+:1]([C:4]1[CH:38]=[CH:37][C:7]([CH2:8][CH:9]([CH2:19][N:20]([CH2:33][C:34]([OH:36])=[O:35])[CH2:21][CH2:22][CH2:23][N:24]([CH2:29][C:30]([OH:32])=[O:31])[CH2:25][C:26]([OH:28])=[O:27])[N:10]([CH2:15][C:16]([OH:18])=[O:17])[CH2:11][C:12]([OH:14])=[O:13])=[CH:6][CH:5]=1)([O-])=O, predict the reaction product. The product is: [NH2:1][C:4]1[CH:5]=[CH:6][C:7]([CH2:8][CH:9]([CH2:19][N:20]([CH2:33][C:34]([OH:36])=[O:35])[CH2:21][CH2:22][CH2:23][N:24]([CH2:25][C:26]([OH:28])=[O:27])[CH2:29][C:30]([OH:32])=[O:31])[N:10]([CH2:15][C:16]([OH:18])=[O:17])[CH2:11][C:12]([OH:14])=[O:13])=[CH:37][CH:38]=1. (5) The product is: [Cl:1][C:2]1[CH:3]=[C:4]2[C:8](=[CH:9][CH:10]=1)[N:7]([S:11]([C:14]1[CH:19]=[CH:18][C:17]([O:20][CH3:21])=[CH:16][C:15]=1[O:22][C:23]([F:24])([F:25])[F:26])(=[O:12])=[O:13])[C:6](=[O:27])[C:5]2([N:39]1[CH2:48][C@H:47]([OH:49])[CH2:46][C@H:40]1[C:41]([N:43]([CH3:45])[CH3:44])=[O:42])[C:28]1[CH:33]=[C:32]([CH2:34][CH2:35][N:51]([CH3:52])[CH3:50])[CH:31]=[CH:30][C:29]=1[O:37][CH3:38]. Given the reactants [Cl:1][C:2]1[CH:3]=[C:4]2[C:8](=[CH:9][CH:10]=1)[N:7]([S:11]([C:14]1[CH:19]=[CH:18][C:17]([O:20][CH3:21])=[CH:16][C:15]=1[O:22][C:23]([F:26])([F:25])[F:24])(=[O:13])=[O:12])[C:6](=[O:27])[C:5]2([N:39]1[CH2:48][C@H:47]([OH:49])[CH2:46][C@H:40]1[C:41]([N:43]([CH3:45])[CH3:44])=[O:42])[C:28]1[CH:33]=[C:32]([CH2:34][CH:35]=O)[CH:31]=[CH:30][C:29]=1[O:37][CH3:38].[CH3:50][NH:51][CH3:52].C(O[BH-](OC(=O)C)OC(=O)C)(=O)C.[Na+].C([O-])(O)=O.[Na+], predict the reaction product. (6) Given the reactants Br[C:2]1[CH:9]=[CH:8][C:5]([C:6]#[N:7])=[CH:4][C:3]=1[O:10][CH3:11].CC1(C)C(C)(C)OB([C:20]2[CH:21]=[C:22]([CH:26]=[O:27])[CH:23]=[N:24][CH:25]=2)O1.C([O-])([O-])=O.[Na+].[Na+], predict the reaction product. The product is: [CH:26]([C:22]1[CH:21]=[C:20]([C:2]2[CH:9]=[CH:8][C:5]([C:6]#[N:7])=[CH:4][C:3]=2[O:10][CH3:11])[CH:25]=[N:24][CH:23]=1)=[O:27].